From a dataset of Full USPTO retrosynthesis dataset with 1.9M reactions from patents (1976-2016). Predict the reactants needed to synthesize the given product. (1) Given the product [CH3:3][O:5][C:6]([C:8]1([C:11]([OH:13])=[O:12])[CH2:10][CH2:9]1)=[O:7], predict the reactants needed to synthesize it. The reactants are: [OH-].[K+].[CH2:3]([O:5][C:6]([C:8]1([C:11]([O:13]CC)=[O:12])[CH2:10][CH2:9]1)=[O:7])C. (2) Given the product [C:1]1([C:7]2[N:8]=[CH:9][NH:10][C:11]=2/[CH:12]=[CH:14]/[C:15]2[CH:20]=[CH:19][N:18]=[C:17]([NH2:21])[N:16]=2)[CH:6]=[CH:5][CH:4]=[CH:3][CH:2]=1, predict the reactants needed to synthesize it. The reactants are: [C:1]1([C:7]2[N:8]=[CH:9][NH:10][C:11]=2[CH:12]=O)[CH:6]=[CH:5][CH:4]=[CH:3][CH:2]=1.[CH3:14][C:15]1[CH:20]=[CH:19][N:18]=[C:17]([NH2:21])[N:16]=1. (3) Given the product [CH2:34]([O:33][C:31](=[O:32])[CH2:30][CH:15]1[CH2:14][C:13]2[C:17](=[CH:18][CH:19]=[C:11]([C:5]3[CH:6]=[CH:7][C:8]([O:9][CH3:10])=[C:3]([CH2:1][CH3:2])[CH:4]=3)[CH:12]=2)[C:16]1=[O:20])[CH3:35], predict the reactants needed to synthesize it. The reactants are: [CH2:1]([C:3]1[CH:4]=[C:5]([C:11]2[CH:12]=[C:13]3[C:17](=[CH:18][CH:19]=2)[C:16](=[O:20])[CH2:15][CH2:14]3)[CH:6]=[CH:7][C:8]=1[O:9][CH3:10])[CH3:2].[Li+].CC([N-]C(C)C)C.Br[CH2:30][C:31]([O:33][CH2:34][CH3:35])=[O:32]. (4) Given the product [Br:19][C:9]1[C:8]([Br:1])=[C:12]([NH:13][C:14]([CH:16]2[CH2:18][CH2:17]2)=[O:15])[S:11][N:10]=1, predict the reactants needed to synthesize it. The reactants are: [Br:1]Br.[OH-].[Na+].C([C:8]1[C:9]([Br:19])=[N:10][S:11][C:12]=1[NH:13][C:14]([CH:16]1[CH2:18][CH2:17]1)=[O:15])(=O)C.O1CCOCC1.S(=O)(O)[O-].[Na+].Cl.